Predict the reaction yield, written as a fraction of the theoretical maximum amount of product (1.0 means a 100% yield; for example, 0.34 means a 34% yield). From a dataset of Reaction yield outcomes from USPTO patents with 853,638 reactions. (1) The reactants are [Na].[CH3:2][O:3][CH2:4][CH2:5][CH2:6][O:7][C:8]1[CH:13]=[CH:12][N:11]=[C:10]([CH2:14][S:15]([C:17]2[NH:21][C:20]3[CH:22]=[CH:23][CH:24]=[CH:25][C:19]=3[N:18]=2)=[O:16])[C:9]=1[CH3:26].CCN(CC)CC.C([O-])(O)=O.[Na+].[C:39]1([CH3:64])[CH:44]=[CH:43][C:42]([S:45]([CH2:48][CH2:49][O:50][C:51](=[O:63])[C:52]2[CH:57]=[CH:56][C:55]([CH3:58])=[C:54]([S:59](Cl)(=[O:61])=[O:60])[CH:53]=2)(=[O:47])=[O:46])=[CH:41][CH:40]=1. The catalyst is C(Cl)Cl.O. The product is [C:39]1([CH3:64])[CH:44]=[CH:43][C:42]([S:45]([CH2:48][CH2:49][O:50][C:51](=[O:63])[C:52]2[CH:57]=[CH:56][C:55]([CH3:58])=[C:54]([S:59]([N:21]3[C:20]4[CH:22]=[CH:23][CH:24]=[CH:25][C:19]=4[N:18]=[C:17]3[S:15]([CH2:14][C:10]3[C:9]([CH3:26])=[C:8]([O:7][CH2:6][CH2:5][CH2:4][O:3][CH3:2])[CH:13]=[CH:12][N:11]=3)=[O:16])(=[O:61])=[O:60])[CH:53]=2)(=[O:47])=[O:46])=[CH:41][CH:40]=1. The yield is 0.800. (2) The yield is 0.990. The product is [NH2:8][C:7]1[CH:6]=[CH:5][C:4]([CH:11]2[O:16][CH2:15][CH2:14][N:13]([C:17]([O:19][C:20]([CH3:22])([CH3:21])[CH3:23])=[O:18])[CH2:12]2)=[CH:3][C:2]=1[CH3:1]. The catalyst is CO. The reactants are [CH3:1][C:2]1[CH:3]=[C:4]([CH:11]2[O:16][CH2:15][CH2:14][N:13]([C:17]([O:19][C:20]([CH3:23])([CH3:22])[CH3:21])=[O:18])[CH2:12]2)[CH:5]=[CH:6][C:7]=1[N+:8]([O-])=O.C([O-])=O.[NH4+].